This data is from NCI-60 drug combinations with 297,098 pairs across 59 cell lines. The task is: Regression. Given two drug SMILES strings and cell line genomic features, predict the synergy score measuring deviation from expected non-interaction effect. (1) Drug 1: CS(=O)(=O)C1=CC(=C(C=C1)C(=O)NC2=CC(=C(C=C2)Cl)C3=CC=CC=N3)Cl. Drug 2: C1=NC2=C(N=C(N=C2N1C3C(C(C(O3)CO)O)F)Cl)N. Cell line: BT-549. Synergy scores: CSS=20.4, Synergy_ZIP=-1.36, Synergy_Bliss=-3.13, Synergy_Loewe=-18.1, Synergy_HSA=-3.41. (2) Drug 1: CC1=C(C=C(C=C1)NC2=NC=CC(=N2)N(C)C3=CC4=NN(C(=C4C=C3)C)C)S(=O)(=O)N.Cl. Drug 2: CC1=C(C=C(C=C1)C(=O)NC2=CC(=CC(=C2)C(F)(F)F)N3C=C(N=C3)C)NC4=NC=CC(=N4)C5=CN=CC=C5. Cell line: HCT116. Synergy scores: CSS=-3.16, Synergy_ZIP=-0.0349, Synergy_Bliss=-0.929, Synergy_Loewe=-1.88, Synergy_HSA=-2.59. (3) Drug 1: CC1=CC2C(CCC3(C2CCC3(C(=O)C)OC(=O)C)C)C4(C1=CC(=O)CC4)C. Drug 2: CN1C(=O)N2C=NC(=C2N=N1)C(=O)N. Cell line: CAKI-1. Synergy scores: CSS=-5.23, Synergy_ZIP=3.03, Synergy_Bliss=-2.05, Synergy_Loewe=-3.09, Synergy_HSA=-7.33.